This data is from Forward reaction prediction with 1.9M reactions from USPTO patents (1976-2016). The task is: Predict the product of the given reaction. Given the reactants C([Si](C(C)C)(C(C)C)N1[CH:9]=[CH:8][C:7]([C:10]2[CH:11]=[CH:12][C:13]3[N:14]([CH:16]=[C:17]([C:19]([O:21][CH2:22][CH3:23])=[O:20])[N:18]=3)[CH:15]=2)=[CH:6]1)(C)C.[S:30]1C=CC(B(O)O)=C1, predict the reaction product. The product is: [S:30]1[CH:9]=[CH:8][C:7]([C:10]2[CH:11]=[CH:12][C:13]3[N:14]([CH:16]=[C:17]([C:19]([O:21][CH2:22][CH3:23])=[O:20])[N:18]=3)[CH:15]=2)=[CH:6]1.